This data is from Forward reaction prediction with 1.9M reactions from USPTO patents (1976-2016). The task is: Predict the product of the given reaction. (1) Given the reactants [Br-].[CH2:2]([N+:4]1[CH:9]=[CH:8][CH:7]=[CH:6][CH:5]=1)[CH3:3].[O:10]([Si](C)(C)C)[S:11]([C:14]([F:17])([F:16])[F:15])(=[O:13])=[O:12], predict the reaction product. The product is: [O-:13][S:11]([C:14]([F:17])([F:16])[F:15])(=[O:12])=[O:10].[CH2:2]([N+:4]1[CH:9]=[CH:8][CH:7]=[CH:6][CH:5]=1)[CH3:3]. (2) Given the reactants Br[C:2]1[CH:7]=[CH:6][N:5]=[C:4]([CH:8]2[N:12]([C:13]3[CH:18]=[CH:17][C:16]([F:19])=[CH:15][C:14]=3[F:20])[N:11]=[C:10]([C:21]([F:27])([F:26])[C:22]([F:25])([F:24])[F:23])[CH2:9]2)[CH:3]=1.[C:28]([N:35]1[CH2:40][CH2:39][NH:38][CH2:37][CH2:36]1)([O:30][C:31]([CH3:34])([CH3:33])[CH3:32])=[O:29].C1C=CC(P(C2C(C3C(P(C4C=CC=CC=4)C4C=CC=CC=4)=CC=C4C=3C=CC=C4)=C3C(C=CC=C3)=CC=2)C2C=CC=CC=2)=CC=1.CC(C)([O-])C.[Na+], predict the reaction product. The product is: [C:28]([N:35]1[CH2:36][CH2:37][N:38]([C:2]2[CH:7]=[CH:6][N:5]=[C:4]([CH:8]3[N:12]([C:13]4[CH:18]=[CH:17][C:16]([F:19])=[CH:15][C:14]=4[F:20])[N:11]=[C:10]([C:21]([F:27])([F:26])[C:22]([F:25])([F:24])[F:23])[CH2:9]3)[CH:3]=2)[CH2:39][CH2:40]1)([O:30][C:31]([CH3:34])([CH3:33])[CH3:32])=[O:29]. (3) Given the reactants [C:1](=[O:4])([O-])[O-].[K+].[K+].[C:7]([O:11][C:12]([NH:14][CH2:15][C:16]1[C:17]([CH2:33][CH:34]([CH3:36])[CH3:35])=[N:18][C:19]([CH3:32])=[C:20]([C:24]=1[C:25]1[CH:30]=[CH:29][C:28]([CH3:31])=[CH:27][CH:26]=1)[C:21]([OH:23])=[O:22])=[O:13])([CH3:10])([CH3:9])[CH3:8].CN(C)[CH:39]=[O:40], predict the reaction product. The product is: [C:7]([O:11][C:12]([NH:14][CH2:15][C:16]1[C:17]([CH2:33][CH:34]([CH3:36])[CH3:35])=[N:18][C:19]([CH3:32])=[C:20]([C:24]=1[C:25]1[CH:30]=[CH:29][C:28]([CH3:31])=[CH:27][CH:26]=1)[C:21]([O:23][CH2:24][CH:25]1[CH2:30][CH2:29][CH:28]([C:1]([O:40][CH3:39])=[O:4])[CH2:27][CH2:26]1)=[O:22])=[O:13])([CH3:10])([CH3:9])[CH3:8]. (4) Given the reactants C(OC(=O)[NH:7][C:8]12[CH2:15][CH:14]3[CH2:16][C:10]([CH2:17][N:18]4[C:26](=[O:27])[C:25]5[C:20](=[CH:21][CH:22]=[CH:23][CH:24]=5)[C:19]4=[O:28])([CH2:11][CH:12]1[CH2:13]3)[CH2:9]2)(C)(C)C.FC(F)(F)C(O)=O, predict the reaction product. The product is: [NH2:7][C:8]12[CH2:15][CH:14]3[CH2:16][C:10]([CH2:17][N:18]4[C:19](=[O:28])[C:20]5[C:25](=[CH:24][CH:23]=[CH:22][CH:21]=5)[C:26]4=[O:27])([CH2:11][CH:12]1[CH2:13]3)[CH2:9]2.